This data is from Cav3 T-type calcium channel HTS with 100,875 compounds. The task is: Binary Classification. Given a drug SMILES string, predict its activity (active/inactive) in a high-throughput screening assay against a specified biological target. The molecule is N1(C(N(CC1)c1ccccc1)c1ccncc1)c1ccccc1. The result is 0 (inactive).